This data is from Catalyst prediction with 721,799 reactions and 888 catalyst types from USPTO. The task is: Predict which catalyst facilitates the given reaction. The catalyst class is: 7. Reactant: [CH2:1]([S:4]([C:7]1[CH:15]=[CH:14][C:13]([NH:16][S:17]([C:20]2[S:21][CH:22]=[CH:23][CH:24]=2)(=[O:19])=[O:18])=[C:12]2[C:8]=1[CH:9]=[C:10]([C:25]([O:27]CC)=[O:26])[NH:11]2)(=[O:6])=[O:5])[CH2:2][CH3:3].CO.[OH-].[K+].C(O)(=O)CC(CC(O)=O)(C(O)=O)O. Product: [CH2:1]([S:4]([C:7]1[CH:15]=[CH:14][C:13]([NH:16][S:17]([C:20]2[S:21][CH:22]=[CH:23][CH:24]=2)(=[O:19])=[O:18])=[C:12]2[C:8]=1[CH:9]=[C:10]([C:25]([OH:27])=[O:26])[NH:11]2)(=[O:5])=[O:6])[CH2:2][CH3:3].